From a dataset of NCI-60 drug combinations with 297,098 pairs across 59 cell lines. Regression. Given two drug SMILES strings and cell line genomic features, predict the synergy score measuring deviation from expected non-interaction effect. (1) Drug 1: COC1=C(C=C2C(=C1)N=CN=C2NC3=CC(=C(C=C3)F)Cl)OCCCN4CCOCC4. Drug 2: CC1=C(N=C(N=C1N)C(CC(=O)N)NCC(C(=O)N)N)C(=O)NC(C(C2=CN=CN2)OC3C(C(C(C(O3)CO)O)O)OC4C(C(C(C(O4)CO)O)OC(=O)N)O)C(=O)NC(C)C(C(C)C(=O)NC(C(C)O)C(=O)NCCC5=NC(=CS5)C6=NC(=CS6)C(=O)NCCC[S+](C)C)O. Cell line: SF-268. Synergy scores: CSS=40.6, Synergy_ZIP=-1.76, Synergy_Bliss=0.917, Synergy_Loewe=-13.4, Synergy_HSA=5.15. (2) Drug 1: CC1C(C(CC(O1)OC2CC(CC3=C2C(=C4C(=C3O)C(=O)C5=C(C4=O)C(=CC=C5)OC)O)(C(=O)C)O)N)O.Cl. Drug 2: CCN(CC)CCCC(C)NC1=C2C=C(C=CC2=NC3=C1C=CC(=C3)Cl)OC. Cell line: SR. Synergy scores: CSS=88.1, Synergy_ZIP=4.11, Synergy_Bliss=4.34, Synergy_Loewe=3.46, Synergy_HSA=5.57.